From a dataset of Catalyst prediction with 721,799 reactions and 888 catalyst types from USPTO. Predict which catalyst facilitates the given reaction. (1) Reactant: [CH2:1]([C:5]1[N:10]2[N:11]=[CH:12][N:13]=[C:9]2[NH:8][C:7](=[O:14])[C:6]=1[CH2:15][C:16]1[CH:21]=[CH:20][C:19]([C:22]2[C:23]([C:28]#[N:29])=[CH:24][CH:25]=[CH:26][CH:27]=2)=[CH:18][CH:17]=1)[CH2:2][CH2:3][CH3:4].[F:30][C:31]1[CH:32]=[C:33](B(O)O)[CH:34]=[CH:35][C:36]=1[O:37][CH:38]([CH3:40])[CH3:39].C(N(CC)CC)C.N1C=CC=CC=1. Product: [CH2:1]([C:5]1[N:10]2[N:11]=[CH:12][N:13]=[C:9]2[N:8]([C:33]2[CH:34]=[CH:35][C:36]([O:37][CH:38]([CH3:39])[CH3:40])=[C:31]([F:30])[CH:32]=2)[C:7](=[O:14])[C:6]=1[CH2:15][C:16]1[CH:21]=[CH:20][C:19]([C:22]2[C:23]([C:28]#[N:29])=[CH:24][CH:25]=[CH:26][CH:27]=2)=[CH:18][CH:17]=1)[CH2:2][CH2:3][CH3:4]. The catalyst class is: 560. (2) Reactant: O[CH2:2][C:3]([C:5]1[CH:10]=[CH:9][CH:8]=[CH:7][CH:6]=1)=[O:4].[CH:11](=[O:18])C1C=CC=CC=1.N1CCCC1. Product: [O:18]1[C:6]2[C:5](=[CH:10][CH:9]=[CH:8][CH:7]=2)[C:3](=[O:4])[CH2:2][CH2:11]1. The catalyst class is: 5. (3) Reactant: [C:1]([O:5][C:6]([N:8]1[CH2:13][CH2:12][N:11]([C:14]2[C:19]([Cl:20])=[CH:18][C:17]([C:21]([NH:23][CH2:24][CH:25]([OH:27])[CH3:26])=O)=[CH:16][N:15]=2)[CH2:10][CH2:9]1)=[O:7])([CH3:4])([CH3:3])[CH3:2].CCN(C(C)C)C(C)C.CS(Cl)(=O)=O. Product: [Cl:20][C:19]1[C:14]([N:11]2[CH2:10][CH2:9][N:8]([C:6]([O:5][C:1]([CH3:4])([CH3:3])[CH3:2])=[O:7])[CH2:13][CH2:12]2)=[N:15][CH:16]=[C:17]([C:21]2[O:27][CH:25]([CH3:26])[CH2:24][N:23]=2)[CH:18]=1. The catalyst class is: 2. (4) Reactant: [NH:1]([C:3]1[CH:11]=[CH:10][C:6]([C:7]([OH:9])=[O:8])=[CH:5][N:4]=1)[NH2:2].[C:12]([C:14]1[CH:19]=[CH:18][C:17]([C:20](=[CH:25]N(C)C)[C:21](OC)=[O:22])=[C:16]([CH3:29])[C:15]=1[F:30])#[N:13].Cl.C(N(C(C)C)C(C)C)C. Product: [C:12]([C:14]1[CH:19]=[CH:18][C:17]([C:20]2[CH:25]=[N:2][N:1]([C:3]3[CH:11]=[CH:10][C:6]([C:7]([OH:9])=[O:8])=[CH:5][N:4]=3)[C:21]=2[OH:22])=[C:16]([CH3:29])[C:15]=1[F:30])#[N:13]. The catalyst class is: 666. (5) Reactant: I[C:2]1[CH:3]=[C:4]2[C:9](=[CH:10][CH:11]=1)[CH:8]=[N:7][CH:6]=[CH:5]2.[CH3:12][C:13]1[N:18]=[C:17]([C:19]2[C:20](B(O)O)=[C:21]3[CH2:26][CH2:25][CH2:24][N:22]3[N:23]=2)[CH:16]=[CH:15][CH:14]=1.C(=O)([O-])[O-].[K+].[K+].C1(P(C2C=CC=CC=2)C2C=CC=CC=2)C=CC=CC=1. Product: [CH3:12][C:13]1[N:18]=[C:17]([C:19]2[C:20]([C:2]3[CH:3]=[C:4]4[C:9](=[CH:10][CH:11]=3)[CH:8]=[N:7][CH:6]=[CH:5]4)=[C:21]3[CH2:26][CH2:25][CH2:24][N:22]3[N:23]=2)[CH:16]=[CH:15][CH:14]=1. The catalyst class is: 12.